This data is from Full USPTO retrosynthesis dataset with 1.9M reactions from patents (1976-2016). The task is: Predict the reactants needed to synthesize the given product. Given the product [CH3:1][S:2][C:3]1[C:4]2[S:11][CH:10]=[C:9]([C:12]([OH:14])=[O:13])[C:5]=2[N:6]=[CH:7][N:8]=1, predict the reactants needed to synthesize it. The reactants are: [CH3:1][S:2][C:3]1[C:4]2[S:11][CH:10]=[C:9]([CH:12]=[O:13])[C:5]=2[N:6]=[CH:7][N:8]=1.[O-:14]Cl=O.[Na+].